Dataset: NCI-60 drug combinations with 297,098 pairs across 59 cell lines. Task: Regression. Given two drug SMILES strings and cell line genomic features, predict the synergy score measuring deviation from expected non-interaction effect. Synergy scores: CSS=28.7, Synergy_ZIP=2.02, Synergy_Bliss=-0.00215, Synergy_Loewe=-24.8, Synergy_HSA=-3.36. Drug 2: CC1CCCC2(C(O2)CC(NC(=O)CC(C(C(=O)C(C1O)C)(C)C)O)C(=CC3=CSC(=N3)C)C)C. Cell line: NCI-H226. Drug 1: CC1C(C(CC(O1)OC2CC(CC3=C2C(=C4C(=C3O)C(=O)C5=C(C4=O)C(=CC=C5)OC)O)(C(=O)CO)O)N)O.Cl.